From a dataset of Full USPTO retrosynthesis dataset with 1.9M reactions from patents (1976-2016). Predict the reactants needed to synthesize the given product. (1) Given the product [Br:11][C:7]1[CH:8]=[CH:9][CH:10]=[C:5]2[C:6]=1[CH2:12][NH:1][C:4]2=[O:3], predict the reactants needed to synthesize it. The reactants are: [NH3:1].C[O:3][C:4](=O)[C:5]1[CH:10]=[CH:9][CH:8]=[C:7]([Br:11])[C:6]=1[CH2:12]Br. (2) The reactants are: [NH2:1][C:2]1[CH:7]=[CH:6][C:5]([C:8]2[CH:16]=[C:15]3[C:11]([CH2:12][N:13]([C@@H:18]([CH:23]([CH3:25])[CH3:24])[C:19]([O:21][CH3:22])=[O:20])[C:14]3=[O:17])=[CH:10][CH:9]=2)=[CH:4][CH:3]=1.[Cl:26][C:27]1[CH:28]=[CH:29][C:30]([O:36][C:37]2[CH:42]=[CH:41][CH:40]=[CH:39][CH:38]=2)=[C:31]([N:33]=[C:34]=[O:35])[CH:32]=1. Given the product [Cl:26][C:27]1[CH:28]=[CH:29][C:30]([O:36][C:37]2[CH:38]=[CH:39][CH:40]=[CH:41][CH:42]=2)=[C:31]([NH:33][C:34](=[O:35])[NH:1][C:2]2[CH:3]=[CH:4][C:5]([C:8]3[CH:16]=[C:15]4[C:11]([CH2:12][N:13]([C@@H:18]([CH:23]([CH3:25])[CH3:24])[C:19]([O:21][CH3:22])=[O:20])[C:14]4=[O:17])=[CH:10][CH:9]=3)=[CH:6][CH:7]=2)[CH:32]=1, predict the reactants needed to synthesize it. (3) Given the product [Cl-:7].[OH:10][CH2:9][CH2:8][N+:2]1([CH3:1])[CH2:6][CH2:5][CH2:4][CH2:3]1, predict the reactants needed to synthesize it. The reactants are: [CH3:1][N:2]1[CH2:6][CH2:5][CH2:4][CH2:3]1.[Cl:7][CH2:8][CH2:9][OH:10]. (4) Given the product [C:21]([C:20]1[CH:23]=[C:16]([C:14]2[S:15][C:11]([C:4]3[C:3]([CH2:1][CH3:2])=[C:8]([CH2:9][N:28]4[CH2:31][CH:30]([C:32]([O:34][CH3:35])=[O:33])[CH2:29]4)[CH:7]=[CH:6][CH:5]=3)=[N:12][N:13]=2)[CH:17]=[CH:18][C:19]=1[CH2:24][CH:25]([CH3:27])[CH3:26])#[N:22], predict the reactants needed to synthesize it. The reactants are: [CH2:1]([C:3]1[C:8]([CH:9]=O)=[CH:7][CH:6]=[CH:5][C:4]=1[C:11]1[S:15][C:14]([C:16]2[CH:17]=[CH:18][C:19]([CH2:24][CH:25]([CH3:27])[CH3:26])=[C:20]([CH:23]=2)[C:21]#[N:22])=[N:13][N:12]=1)[CH3:2].[NH:28]1[CH2:31][CH:30]([C:32]([O:34][CH3:35])=[O:33])[CH2:29]1.C([O-])(=O)C.[Na+].C(O[BH-](OC(=O)C)OC(=O)C)(=O)C.[Na+]. (5) The reactants are: [F:1][C:2]([F:15])([F:14])[C:3]1[CH:8]=[CH:7][CH:6]=[CH:5][C:4]=1[CH2:9][CH2:10][C:11]([OH:13])=O.[Cl:16][C:17]1[CH:18]=[C:19]2[C:28](=[C:29]([Cl:31])[CH:30]=1)[C:22]1([CH2:27][CH2:26][NH:25][CH2:24][CH2:23]1)[NH:21][C:20]2=[O:32]. Given the product [Cl:16][C:17]1[CH:18]=[C:19]2[C:28](=[C:29]([Cl:31])[CH:30]=1)[C:22]1([CH2:27][CH2:26][N:25]([C:11](=[O:13])[CH2:10][CH2:9][C:4]3[CH:5]=[CH:6][CH:7]=[CH:8][C:3]=3[C:2]([F:1])([F:15])[F:14])[CH2:24][CH2:23]1)[NH:21][C:20]2=[O:32], predict the reactants needed to synthesize it. (6) Given the product [C:37]([O:36][C:34]([NH:33][C:31](=[NH:32])[C:29]1[S:28][C:27]([S:41][CH3:42])=[C:26]([S:23]([C:19]2[CH:18]=[C:17]([C:11]3[C:12]([CH3:16])=[CH:13][CH:14]=[CH:15][C:10]=3[NH:9][C:7](=[O:8])[CH2:6][CH2:5][C:4]([OH:43])=[O:3])[CH:22]=[CH:21][CH:20]=2)(=[O:25])=[O:24])[CH:30]=1)=[O:35])([CH3:40])([CH3:38])[CH3:39], predict the reactants needed to synthesize it. The reactants are: C([O:3][C:4](=[O:43])[CH2:5][CH2:6][C:7]([NH:9][C:10]1[CH:15]=[CH:14][CH:13]=[C:12]([CH3:16])[C:11]=1[C:17]1[CH:22]=[CH:21][CH:20]=[C:19]([S:23]([C:26]2[CH:30]=[C:29]([C:31]([NH:33][C:34]([O:36][C:37]([CH3:40])([CH3:39])[CH3:38])=[O:35])=[NH:32])[S:28][C:27]=2[S:41][CH3:42])(=[O:25])=[O:24])[CH:18]=1)=[O:8])C.[Li+].[OH-]. (7) The reactants are: [C:1]([O:5][C:6](=[O:50])[NH:7][CH2:8][CH2:9][C:10]1[CH:15]=[CH:14][C:13]([O:16][CH2:17]/[CH:18]=[CH:19]/[C:20]2[CH:25]=[CH:24][C:23]([O:26]CC3C=CC=CC=3)=[C:22]([C@@H:34]([C:44]3[CH:49]=[CH:48][CH:47]=[CH:46][CH:45]=3)[CH2:35][CH2:36][N:37]([CH:41]([CH3:43])[CH3:42])[CH:38]([CH3:40])[CH3:39])[CH:21]=2)=[CH:12][CH:11]=1)([CH3:4])([CH3:3])[CH3:2].[H][H]. Given the product [C:1]([O:5][C:6](=[O:50])[NH:7][CH2:8][CH2:9][C:10]1[CH:11]=[CH:12][C:13]([O:16][CH2:17][CH2:18][CH2:19][C:20]2[CH:25]=[CH:24][C:23]([OH:26])=[C:22]([C@@H:34]([C:44]3[CH:45]=[CH:46][CH:47]=[CH:48][CH:49]=3)[CH2:35][CH2:36][N:37]([CH:38]([CH3:39])[CH3:40])[CH:41]([CH3:43])[CH3:42])[CH:21]=2)=[CH:14][CH:15]=1)([CH3:2])([CH3:3])[CH3:4], predict the reactants needed to synthesize it.